Dataset: TCR-epitope binding with 47,182 pairs between 192 epitopes and 23,139 TCRs. Task: Binary Classification. Given a T-cell receptor sequence (or CDR3 region) and an epitope sequence, predict whether binding occurs between them. (1) The epitope is GLCTLVAML. The TCR CDR3 sequence is CASRGETYMNTEAFF. Result: 0 (the TCR does not bind to the epitope). (2) The TCR CDR3 sequence is CASTTGMGQPQHF. The epitope is LLLGIGILV. Result: 1 (the TCR binds to the epitope).